This data is from Reaction yield outcomes from USPTO patents with 853,638 reactions. The task is: Predict the reaction yield, written as a fraction of the theoretical maximum amount of product (1.0 means a 100% yield; for example, 0.34 means a 34% yield). (1) The reactants are [CH3:1][O:2][C:3]1[CH:11]=[C:10]([N+:12]([O-:14])=[O:13])[CH:9]=[CH:8][C:4]=1[C:5]([OH:7])=[O:6].[C:15](=O)([O-])[O-].[K+].[K+].IC. No catalyst specified. The product is [CH3:1][O:2][C:3]1[CH:11]=[C:10]([N+:12]([O-:14])=[O:13])[CH:9]=[CH:8][C:4]=1[C:5]([O:7][CH3:15])=[O:6]. The yield is 0.770. (2) The reactants are [Cl:1][C:2]1[CH:7]=[CH:6][CH:5]=[CH:4][C:3]=1[CH:8]([CH3:12])[C:9]([OH:11])=O.[Cl:13][C:14]1[C:21]([C:22]([F:25])([F:24])[F:23])=[CH:20][CH:19]=[CH:18][C:15]=1[CH2:16][NH2:17].C(N=C=NC(C)C)(C)C. The catalyst is ClC(Cl)C. The product is [Cl:13][C:14]1[C:21]([C:22]([F:23])([F:24])[F:25])=[CH:20][CH:19]=[CH:18][C:15]=1[CH2:16][NH:17][C:9](=[O:11])[CH:8]([C:3]1[CH:4]=[CH:5][CH:6]=[CH:7][C:2]=1[Cl:1])[CH3:12]. The yield is 0.370.